Predict the product of the given reaction. From a dataset of Forward reaction prediction with 1.9M reactions from USPTO patents (1976-2016). (1) Given the reactants [Cl:1][C:2]1[CH:7]=[CH:6][CH:5]=[C:4]([Cl:8])[C:3]=1[N:9]1[CH:20]=[C:19]([CH:21]=[CH2:22])[C:12]2[N:13]=[C:14](SC)[N:15]=[CH:16][C:11]=2[C:10]1=[O:23].ClC1C=[C:27](C=CC=1)[C:28]([O:30]O)=[O:29].[CH3:35][N:36]1[CH2:41][CH2:40][N:39]([C:42]2[CH:48]=[CH:47][C:45]([NH2:46])=[CH:44][CH:43]=2)[CH2:38][CH2:37]1.C(O)(C(F)(F)F)=O, predict the reaction product. The product is: [C:28]([O-:30])(=[O:29])[CH3:27].[NH4+:9].[Cl:1][C:2]1[CH:7]=[CH:6][CH:5]=[C:4]([Cl:8])[C:3]=1[N:9]1[CH:20]=[C:19]([CH:21]=[CH2:22])[C:12]2[N:13]=[C:14]([NH:46][C:45]3[CH:44]=[CH:43][C:42]([N:39]4[CH2:38][CH2:37][N:36]([CH3:35])[CH2:41][CH2:40]4)=[CH:48][CH:47]=3)[N:15]=[CH:16][C:11]=2[C:10]1=[O:23]. (2) Given the reactants [CH3:1][NH:2][C:3]1[NH:7][C:6]([C:8]2[CH:13]=[CH:12][C:11]([F:14])=[CH:10][CH:9]=2)=[N:5][C:4]=1[C:15]1[CH:20]=[CH:19][CH:18]=[CH:17][CH:16]=1.[CH:21](OCC)=[O:22], predict the reaction product. The product is: [CH:21]([CH2:1][NH:2][C:3]1[NH:7][C:6]([C:8]2[CH:9]=[CH:10][C:11]([F:14])=[CH:12][CH:13]=2)=[N:5][C:4]=1[C:15]1[CH:16]=[CH:17][CH:18]=[CH:19][CH:20]=1)=[O:22]. (3) Given the reactants [C:1]([O:5][C:6]([N:8]([CH3:40])[C@@H:9]([CH3:39])[C:10]([NH:12][C@@H:13]([CH:33]1[CH2:38][CH2:37][CH2:36][CH2:35][CH2:34]1)[C:14]([N:16]1[C@H:21]([C:22]2[S:23][CH:24]=[C:25]([C:27](O)=[O:28])[N:26]=2)[CH2:20][N:19]2[CH2:30][CH2:31][CH2:32][C@@H:18]2[CH2:17]1)=[O:15])=[O:11])=[O:7])([CH3:4])([CH3:3])[CH3:2].[C:41]1([SH:47])[CH:46]=[CH:45][CH:44]=[CH:43][CH:42]=1.C1(N=C=NC2CCCCC2)CCCCC1, predict the reaction product. The product is: [C:1]([O:5][C:6]([N:8]([CH3:40])[C@H:9]([C:10]([NH:12][C@@H:13]([CH:33]1[CH2:34][CH2:35][CH2:36][CH2:37][CH2:38]1)[C:14]([N:16]1[C@H:21]([C:22]2[S:23][CH:24]=[C:25]([C:27](=[O:28])[S:47][C:41]3[CH:46]=[CH:45][CH:44]=[CH:43][CH:42]=3)[N:26]=2)[CH2:20][N:19]2[CH2:30][CH2:31][CH2:32][C@@H:18]2[CH2:17]1)=[O:15])=[O:11])[CH3:39])=[O:7])([CH3:3])([CH3:4])[CH3:2]. (4) Given the reactants Cl.[CH3:2][O:3][C:4]([CH2:6][NH:7][C:8]1[N:13]=[CH:12][C:11](/[CH:14]=[CH:15]/[C:16]([OH:18])=O)=[CH:10][CH:9]=1)=[O:5].[CH3:19][C:20]1[NH:21][C:22]2[C:27]([C:28]=1[CH2:29][NH:30][CH3:31])=[CH:26][CH:25]=[CH:24][CH:23]=2.CCN(CC)CC.C1C=CC2N(O)N=NC=2C=1.O.C(Cl)CCl, predict the reaction product. The product is: [CH3:2][O:3][C:4]([CH2:6][NH:7][C:8]1[N:13]=[CH:12][C:11](/[CH:14]=[CH:15]/[C:16]([N:30]([CH3:31])[CH2:29][C:28]2[C:27]3[C:22](=[CH:23][CH:24]=[CH:25][CH:26]=3)[NH:21][C:20]=2[CH3:19])=[O:18])=[CH:10][CH:9]=1)=[O:5]. (5) Given the reactants [CH:1]1([OH:5])[CH2:4][CH2:3][CH2:2]1.O[C:7]1[CH:8]=[C:9]([CH:14]=[C:15]([N:17]2[CH2:21][CH2:20][CH2:19][C:18]2=[O:22])[CH:16]=1)[C:10]([O:12][CH3:13])=[O:11], predict the reaction product. The product is: [CH:1]1([O:5][C:7]2[CH:8]=[C:9]([CH:14]=[C:15]([N:17]3[CH2:21][CH2:20][CH2:19][C:18]3=[O:22])[CH:16]=2)[C:10]([O:12][CH3:13])=[O:11])[CH2:4][CH2:3][CH2:2]1. (6) Given the reactants [CH3:1][NH2:2].[O:3]1[C:7]2[CH:8]=[CH:9][CH:10]=[CH:11][C:6]=2[C:5]([CH2:12][C:13]([N:15]2[CH2:20][CH2:19][C:18](=O)[CH2:17][CH2:16]2)=[O:14])=[CH:4]1.[OH-].[Na+].[BH4-].[Na+], predict the reaction product. The product is: [O:3]1[C:7]2[CH:8]=[CH:9][CH:10]=[CH:11][C:6]=2[C:5]([CH2:12][C:13]([N:15]2[CH2:20][CH2:19][CH:18]([NH:2][CH3:1])[CH2:17][CH2:16]2)=[O:14])=[CH:4]1. (7) Given the reactants [OH:1][C:2]1[CH:6]=[C:5]([N:7]2[C:15](=[O:16])[C:14]3[C:9](=[CH:10][CH:11]=[CH:12][CH:13]=3)[C:8]2=[O:17])[NH:4][N:3]=1.[H-].[Na+].[F:20][C:21]([F:25])([F:24])[CH2:22]I.C(=O)([O-])O.[Na+], predict the reaction product. The product is: [F:20][C:21]([F:25])([F:24])[CH2:22][O:1][C:2]1[CH:6]=[C:5]([N:7]2[C:15](=[O:16])[C:14]3[C:9](=[CH:10][CH:11]=[CH:12][CH:13]=3)[C:8]2=[O:17])[NH:4][N:3]=1.